Dataset: Reaction yield outcomes from USPTO patents with 853,638 reactions. Task: Predict the reaction yield, written as a fraction of the theoretical maximum amount of product (1.0 means a 100% yield; for example, 0.34 means a 34% yield). (1) The reactants are [Na].O=C1O[C@H]([C@H](CO)O)C(O)=C1O.[CH2:14]1[C:22]2[C:17](=[CH:18][CH:19]=[CH:20][CH:21]=2)[CH2:16][CH:15]1[NH:23][C:24]1[N:25]=[CH:26][C:27]2[CH2:32][N:31]([C:33]([NH:35][CH2:36][CH2:37][CH2:38][C:39]#[CH:40])=[O:34])[CH2:30][C:28]=2[N:29]=1.[N:41]([Si](C)(C)C)=[N+:42]=[N-:43]. The catalyst is CN(C)C=O.O.O.O.O.O.O.S([O-])([O-])(=O)=O.[Cu+2]. The product is [CH2:14]1[C:22]2[C:17](=[CH:18][CH:19]=[CH:20][CH:21]=2)[CH2:16][CH:15]1[NH:23][C:24]1[N:25]=[CH:26][C:27]2[CH2:32][N:31]([C:33]([NH:35][CH2:36][CH2:37][CH2:38][C:39]3[N:41]=[N:42][NH:43][CH:40]=3)=[O:34])[CH2:30][C:28]=2[N:29]=1. The yield is 0.210. (2) The reactants are Br[C:2]1[C:7]([CH:8]=[O:9])=[CH:6][CH:5]=[CH:4][N:3]=1.[CH3:10][O:11][C:12]1[CH:17]=[CH:16][C:15]([C:18]#[CH:19])=[CH:14][CH:13]=1. The catalyst is C(N(CC)CC)C.[Cu]I. The product is [CH3:10][O:11][C:12]1[CH:17]=[CH:16][C:15]([C:18]#[C:19][C:2]2[C:7]([CH:8]=[O:9])=[CH:6][CH:5]=[CH:4][N:3]=2)=[CH:14][CH:13]=1. The yield is 0.990.